From a dataset of Full USPTO retrosynthesis dataset with 1.9M reactions from patents (1976-2016). Predict the reactants needed to synthesize the given product. (1) Given the product [Cl:1][C:32]1[C:31]2[CH:27]3[CH2:28][NH:29][CH2:30][CH:26]3[CH:25]([CH3:33])[C:24]=2[CH:23]=[CH:22][C:21]=1[O:20][CH3:19], predict the reactants needed to synthesize it. The reactants are: [Cl:1]N1C(=O)CCC1=O.C(O)(=O)C.C(NC(=O)[O-])C.[CH3:19][O:20][C:21]1[CH:22]=[CH:23][C:24]2[CH:25]([CH3:33])[CH:26]3[CH2:30][NH:29][CH2:28][CH:27]3[C:31]=2[CH:32]=1. (2) Given the product [Cl:1][C:2]1[CH:7]=[C:6]([Cl:8])[CH:5]=[CH:4][C:3]=1[CH:9]1[C:10]2=[N:11][C:12]3[CH:24]=[CH:23][CH:22]=[C:21]([N:25]([CH2:28][CH3:29])[CH2:26][CH3:27])[C:13]=3[N:14]2[CH2:15][CH2:16][C:17](=[O:19])[O:30]1, predict the reactants needed to synthesize it. The reactants are: [Cl:1][C:2]1[CH:7]=[C:6]([Cl:8])[CH:5]=[CH:4][C:3]=1[CH:9]([OH:30])[C:10]1[N:14]([CH2:15][CH2:16][C:17]([O:19]C)=O)[C:13]2[C:21]([N:25]([CH2:28][CH3:29])[CH2:26][CH3:27])=[CH:22][CH:23]=[CH:24][C:12]=2[N:11]=1.[OH-].[Na+].Cl.C(N=C=NCCCN(C)C)C. (3) Given the product [Cl:1][C:2]1[CH:7]=[CH:6][C:5]([S:8]([N:11]2[CH2:24][CH2:23][C:21](=[O:30])[CH2:22][CH:12]2[C:13]2[CH:18]=[N:17][CH:16]=[N:15][CH:14]=2)(=[O:9])=[O:10])=[CH:4][CH:3]=1, predict the reactants needed to synthesize it. The reactants are: [Cl:1][C:2]1[CH:7]=[CH:6][C:5]([S:8](/[N:11]=[CH:12]/[C:13]2[CH:14]=[N:15][CH:16]=[N:17][CH:18]=2)(=[O:10])=[O:9])=[CH:4][CH:3]=1.C[Si](C)(C)[C:21]([CH:23]=[CH2:24])=[CH2:22].C1C[O:30]CC1. (4) Given the product [CH2:12]([N:11]([CH2:10][C:7]1[CH:8]=[CH:9][C:4]([C:3]([OH:18])=[O:2])=[CH:5][CH:6]=1)[CH2:15][CH2:16][CH3:17])[CH2:13][CH3:14], predict the reactants needed to synthesize it. The reactants are: C[O:2][C:3](=[O:18])[C:4]1[CH:9]=[CH:8][C:7]([CH2:10][N:11]([CH2:15][CH2:16][CH3:17])[CH2:12][CH2:13][CH3:14])=[CH:6][CH:5]=1.[OH-].[Na+]. (5) Given the product [CH3:1][C:2]1[C:6]([C:7]2[C:16]3[O:15][CH2:14][C@H:13]([C:17]4[CH:22]=[CH:21][CH:20]=[CH:19][N:18]=4)[N:12]4[C:23]([C:25]([O:41][C:37]([CH3:40])([CH3:39])[CH3:38])=[O:26])=[N:24][C:10]([C:11]=34)=[CH:9][CH:8]=2)=[C:5]([CH3:27])[O:4][N:3]=1, predict the reactants needed to synthesize it. The reactants are: [CH3:1][C:2]1[C:6]([C:7]2[C:16]3[O:15][CH2:14][C@H:13]([C:17]4[CH:22]=[CH:21][CH:20]=[CH:19][N:18]=4)[N:12]4[C:23]([CH:25]=[O:26])=[N:24][C:10]([C:11]=34)=[CH:9][CH:8]=2)=[C:5]([CH3:27])[O:4][N:3]=1.Cl.CNC.C(=O)([O-])[O-].[Ca+2].[C:37]([O:41]O)([CH3:40])([CH3:39])[CH3:38].CCCCCCCCCC. (6) Given the product [CH3:8][C:9]1[O:31][N:3]=[C:11]([CH2:6][N:3]2[C:11]3[C:6](=[CH:7][C:8]([NH:12][C:13]4[C:22]5[C:17](=[CH:18][CH:19]=[CH:20][C:21]=5[O:23][CH:24]5[CH2:29][CH2:28][N:27]([CH3:30])[CH2:26][CH2:25]5)[N:16]=[CH:15][N:14]=4)=[CH:9][CH:10]=3)[CH:5]=[CH:4]2)[CH:10]=1, predict the reactants needed to synthesize it. The reactants are: [H-].[Na+].[NH:3]1[C:11]2[C:6](=[CH:7][C:8]([NH:12][C:13]3[C:22]4[C:17](=[CH:18][CH:19]=[CH:20][C:21]=4[O:23][CH:24]4[CH2:29][CH2:28][N:27]([CH3:30])[CH2:26][CH2:25]4)[N:16]=[CH:15][N:14]=3)=[CH:9][CH:10]=2)[CH:5]=[CH:4]1.[OH2:31]. (7) Given the product [O:30]([C:27]1[CH:28]=[CH:29][C:24]([O:23][C:17]2[N:16]=[CH:15][C:14]([C:11]3[CH2:12][CH2:13][NH:8][CH2:9][CH:10]=3)=[CH:19][C:18]=2[C:20]([NH2:21])=[O:22])=[CH:25][CH:26]=1)[C:31]1[CH:32]=[CH:33][CH:34]=[CH:35][CH:36]=1, predict the reactants needed to synthesize it. The reactants are: C(OC([N:8]1[CH2:13][CH:12]=[C:11]([C:14]2[CH:15]=[N:16][C:17]([O:23][C:24]3[CH:29]=[CH:28][C:27]([O:30][C:31]4[CH:36]=[CH:35][CH:34]=[CH:33][CH:32]=4)=[CH:26][CH:25]=3)=[C:18]([C:20](=[O:22])[NH2:21])[CH:19]=2)[CH2:10][CH2:9]1)=O)(C)(C)C.CO.Cl. (8) Given the product [OH:8][CH2:9][C:10]1[O:14][N:13]=[C:12]([C:15]([N:17]=[N+:18]=[N-:19])=[O:16])[CH:11]=1, predict the reactants needed to synthesize it. The reactants are: [Si]([O:8][CH2:9][C:10]1[O:14][N:13]=[C:12]([C:15]([NH:17][NH2:18])=[O:16])[CH:11]=1)(C(C)(C)C)(C)C.[N:19]([O-])=O.[Na+]. (9) Given the product [CH3:1][O:2][CH:3]([O:12][CH3:13])[C:4]1[CH:5]=[C:6]([Cl:11])[C:7]([CH:19]([OH:21])[CH3:20])=[N:8][CH:9]=1, predict the reactants needed to synthesize it. The reactants are: [CH3:1][O:2][CH:3]([O:12][CH3:13])[C:4]1[CH:5]=[C:6]([Cl:11])[C:7](I)=[N:8][CH:9]=1.C([Mg]Cl)(C)C.[CH:19](=[O:21])[CH3:20].